Dataset: Reaction yield outcomes from USPTO patents with 853,638 reactions. Task: Predict the reaction yield, written as a fraction of the theoretical maximum amount of product (1.0 means a 100% yield; for example, 0.34 means a 34% yield). (1) The reactants are [NH2:1][CH2:2][CH2:3][N:4]([CH3:15])[CH2:5][CH2:6][NH:7][C:8](=[O:14])[O:9][C:10]([CH3:13])([CH3:12])[CH3:11].[CH3:16][C:17]1[CH:18]=[N:19][C:20]([C:24](O)=[O:25])=[CH:21][N+:22]=1[O-:23].CCN=C=NCCCN(C)C. The catalyst is CC#N.CCOC(C)=O. The product is [C:10]([O:9][C:8]([NH:7][CH2:6][CH2:5][N:4]([CH3:15])[CH2:3][CH2:2][NH:1][C:24]([C:20]1[N:19]=[CH:18][C:17]([CH3:16])=[N+:22]([O-:23])[CH:21]=1)=[O:25])=[O:14])([CH3:11])([CH3:12])[CH3:13]. The yield is 0.380. (2) The reactants are [Cl:1][C:2]1[CH:3]=[C:4]([CH2:10][NH:11][C:12]2[C:21]3[C:16](=[CH:17][CH:18]=[C:19]([C:22]#[N:23])[CH:20]=3)[N:15]=[CH:14][C:13]=2[C:24]([OH:26])=[O:25])[CH:5]=[CH:6][C:7]=1[O:8][CH3:9].[F:27][C:28]1[C:33](O)=[C:32]([F:35])[C:31]([F:36])=[C:30]([F:37])[C:29]=1[F:38].C1(N=C=NC2CCCCC2)CCCCC1. The catalyst is CN(C=O)C.C(OCC)(=O)C. The product is [F:27][C:28]1[C:33]([O:25][C:24]([C:13]2[CH:14]=[N:15][C:16]3[C:21]([C:12]=2[NH:11][CH2:10][C:4]2[CH:5]=[CH:6][C:7]([O:8][CH3:9])=[C:2]([Cl:1])[CH:3]=2)=[CH:20][C:19]([C:22]#[N:23])=[CH:18][CH:17]=3)=[O:26])=[C:32]([F:35])[C:31]([F:36])=[C:30]([F:37])[C:29]=1[F:38]. The yield is 0.410.